This data is from Full USPTO retrosynthesis dataset with 1.9M reactions from patents (1976-2016). The task is: Predict the reactants needed to synthesize the given product. The reactants are: [Cl:1][CH2:2][C:3]1[S:4][CH:5]=[CH:6][C:7]=1[CH2:8][Cl:9].S(Cl)([Cl:13])(=O)=O. Given the product [Cl:13][C:5]1[S:4][C:3]([CH2:2][Cl:1])=[C:7]([CH2:8][Cl:9])[CH:6]=1, predict the reactants needed to synthesize it.